Dataset: Catalyst prediction with 721,799 reactions and 888 catalyst types from USPTO. Task: Predict which catalyst facilitates the given reaction. (1) Reactant: [Br:1][C:2]1[N:10]([CH2:11]C2C=CC(Cl)=CC=2)[C:9]2[C:8](=[O:19])[NH:7][C:6](=[O:20])[N:5]([CH3:21])[C:4]=2[N:3]=1.C(=O)([O-])[O-].[K+].[K+].[CH3:28][Si:29]([CH3:36])([CH3:35])[CH2:30][CH2:31][O:32]CCl. Product: [Br:1][C:2]1[N:10]([CH2:11][O:32][CH2:31][CH2:30][Si:29]([CH3:36])([CH3:35])[CH3:28])[C:9]2[C:8](=[O:19])[NH:7][C:6](=[O:20])[N:5]([CH3:21])[C:4]=2[N:3]=1. The catalyst class is: 3. (2) Reactant: [CH3:1][O:2][CH2:3][C:4]1[S:5][C:6]2[CH:12]=[CH:11][C:10]([C:13]([O:15][CH3:16])=[O:14])=[CH:9][C:7]=2[CH:8]=1.C([O-])(=O)C.[Na+].C(Cl)(Cl)Cl.[Br:26]Br. Product: [Br:26][C:8]1[C:7]2[CH:9]=[C:10]([C:13]([O:15][CH3:16])=[O:14])[CH:11]=[CH:12][C:6]=2[S:5][C:4]=1[CH2:3][O:2][CH3:1]. The catalyst class is: 6. (3) Reactant: B(Br)(Br)Br.[F:5][C:6]([F:28])([F:27])[C:7]([N:9]1[CH2:18][CH2:17][C:16]2[C:11](=[CH:12][CH:13]=[C:14]([O:19]C)[CH:15]=2)[CH:10]1[C:21]1[CH:26]=[CH:25][CH:24]=[CH:23][CH:22]=1)=[O:8].CO. Product: [F:28][C:6]([F:5])([F:27])[C:7]([N:9]1[CH2:18][CH2:17][C:16]2[C:11](=[CH:12][CH:13]=[C:14]([OH:19])[CH:15]=2)[CH:10]1[C:21]1[CH:22]=[CH:23][CH:24]=[CH:25][CH:26]=1)=[O:8]. The catalyst class is: 2. (4) The catalyst class is: 9. Product: [CH2:1]([C:3]1[CH:8]=[N:7][C:6]([C:9]2[NH:10][C:13](=[O:20])[C:14]([CH:17]([CH3:18])[CH3:19])([CH3:16])[N:15]=2)=[C:5]([CH:4]=1)[C:11]([NH:22][CH2:23][CH2:24][CH2:25][CH2:26][CH2:27][C:28]([O:30][CH3:31])=[O:29])=[O:12])[CH3:2]. Reactant: [CH2:1]([C:3]1[CH:4]=[C:5]2[C:11](=[O:12])[N:10]3[C:13](=[O:20])[C:14]([CH:17]([CH3:19])[CH3:18])([CH3:16])[N:15]=[C:9]3[C:6]2=[N:7][CH:8]=1)[CH3:2].Cl.[NH2:22][CH2:23][CH2:24][CH2:25][CH2:26][CH2:27][C:28]([O:30][CH3:31])=[O:29].C(N(CC)CC)C.